This data is from Forward reaction prediction with 1.9M reactions from USPTO patents (1976-2016). The task is: Predict the product of the given reaction. (1) Given the reactants [OH:1][C:2]1[CH:11]=[CH:10][C:5]([C:6]([O:8][CH3:9])=[O:7])=[CH:4][CH:3]=1.[F:12][C:13]1[CH:14]=[C:15](B(O)O)[CH:16]=[CH:17][CH:18]=1.N1C=CC=CC=1, predict the reaction product. The product is: [F:12][C:13]1[CH:18]=[C:17]([CH:16]=[CH:15][CH:14]=1)[O:1][C:2]1[CH:3]=[CH:4][C:5]([C:6]([O:8][CH3:9])=[O:7])=[CH:10][CH:11]=1. (2) The product is: [F:8][C:5]1[CH:6]=[CH:7][C:2]([C:18]2[CH:17]=[N:16][N:15]([CH3:14])[CH:19]=2)=[CH:3][C:4]=1[N+:9]([O-:11])=[O:10]. Given the reactants Br[C:2]1[CH:7]=[CH:6][C:5]([F:8])=[C:4]([N+:9]([O-:11])=[O:10])[CH:3]=1.N#N.[CH3:14][N:15]1[CH:19]=[C:18](B2OC(C)(C)C(C)(C)O2)[CH:17]=[N:16]1.C(=O)([O-])[O-].[Na+].[Na+], predict the reaction product.